Dataset: Reaction yield outcomes from USPTO patents with 853,638 reactions. Task: Predict the reaction yield, written as a fraction of the theoretical maximum amount of product (1.0 means a 100% yield; for example, 0.34 means a 34% yield). (1) The reactants are [CH3:1][O:2][C:3]([NH:5][C@H:6]([C:10]([N:12]1[CH2:16][CH2:15][CH2:14][C@@H:13]1[C:17]1[NH:18][C:19]([C:22]2[CH:23]=[CH:24][C:25]3[C:54]4[C:30](=[C:31]5[C:51](=[CH:52][CH:53]=4)[C:35]4[N:36]=[C:37]([C@@H:39]6[CH2:43][CH2:42][CH2:41][N:40]6C(OC(C)(C)C)=O)[NH:38][C:34]=4[CH:33]=[CH:32]5)[O:29][CH2:28][C:26]=3[CH:27]=2)=[CH:20][N:21]=1)=[O:11])[CH:7]([CH3:9])[CH3:8])=[O:4].Cl.[CH3:56][O:57][C:58]([NH:60][C@H:61]([C:65]1[CH:70]=[CH:69][CH:68]=[CH:67][CH:66]=1)[C:62]([OH:64])=O)=[O:59].CCOC(C(C#N)=NOC(N1CCOCC1)=[N+](C)C)=O.F[P-](F)(F)(F)(F)F.C(N(C(C)C)CC)(C)C. The catalyst is C(#N)C.CO.[OH-].[Na+].C(OCC)(=O)C.C(O)C. The product is [CH3:56][O:57][C:58]([NH:60][C@H:61]([C:65]1[CH:70]=[CH:69][CH:68]=[CH:67][CH:66]=1)[C:62]([N:40]1[CH2:41][CH2:42][CH2:43][C@H:39]1[C:37]1[NH:38][C:34]2[CH:33]=[CH:32][C:31]3[C:51](=[CH:52][CH:53]=[C:54]4[C:25]5[CH:24]=[CH:23][C:22]([C:19]6[NH:18][C:17]([C@H:13]7[CH2:14][CH2:15][CH2:16][N:12]7[C:10](=[O:11])[C@@H:6]([NH:5][C:3](=[O:4])[O:2][CH3:1])[CH:7]([CH3:9])[CH3:8])=[N:21][CH:20]=6)=[CH:27][C:26]=5[CH2:28][O:29][C:30]4=3)[C:35]=2[N:36]=1)=[O:64])=[O:59]. The yield is 0.510. (2) The reactants are [CH3:1][O:2][C:3]1[CH:4]=[C:5]([SH:9])[CH:6]=[CH:7][CH:8]=1.C(=O)([O-])[O-].[K+].[K+].C(O)(=O)CCC.[CH2:22]([O:24][C:25](=[O:31])[CH2:26][C:27](=[O:30])[CH2:28]Cl)[CH3:23]. The catalyst is C(#N)C. The product is [CH2:22]([O:24][C:25](=[O:31])[CH2:26][C:27](=[O:30])[CH2:28][S:9][C:5]1[CH:6]=[CH:7][CH:8]=[C:3]([O:2][CH3:1])[CH:4]=1)[CH3:23]. The yield is 0.990. (3) The reactants are [C:1]([O:5][C:6]([NH:8][C@@H:9]([CH2:13][CH:14]1[CH2:16][CH2:15]1)[C:10]([OH:12])=[O:11])=[O:7])([CH3:4])([CH3:3])[CH3:2].[C:17]([O-])([O-])=O.[K+].[K+].CI. The catalyst is CN(C=O)C. The product is [C:1]([O:5][C:6]([NH:8][C@@H:9]([CH2:13][CH:14]1[CH2:15][CH2:16]1)[C:10]([O:12][CH3:17])=[O:11])=[O:7])([CH3:4])([CH3:2])[CH3:3]. The yield is 0.890. (4) The reactants are B1([O-])OO1.[OH2:5].O.O.O.[Na+].[N:10]1([C:19]2[CH:50]=[CH:49][C:22]([C:23]3[CH:28]=[CH:27][C:26]([CH2:29][S:30][CH2:31][C@H:32]([NH:36][C:37](=[O:48])[CH2:38][C:39]4[CH:44]=[CH:43][CH:42]=[C:41]([N+:45]([O-:47])=[O:46])[CH:40]=4)[C:33]([OH:35])=[O:34])=[CH:25][CH:24]=3)=[CH:21][CH:20]=2)[C:18]2[C:13](=[CH:14][CH:15]=[CH:16][CH:17]=2)[CH:12]=[CH:11]1. The catalyst is C(O)(=O)C.C(OCC)(=O)C. The product is [N:10]1([C:19]2[CH:20]=[CH:21][C:22]([C:23]3[CH:28]=[CH:27][C:26]([CH2:29][S:30]([CH2:31][C@H:32]([NH:36][C:37](=[O:48])[CH2:38][C:39]4[CH:44]=[CH:43][CH:42]=[C:41]([N+:45]([O-:47])=[O:46])[CH:40]=4)[C:33]([OH:35])=[O:34])=[O:5])=[CH:25][CH:24]=3)=[CH:49][CH:50]=2)[C:18]2[C:13](=[CH:14][CH:15]=[CH:16][CH:17]=2)[CH:12]=[CH:11]1. The yield is 0.610.